This data is from NCI-60 drug combinations with 297,098 pairs across 59 cell lines. The task is: Regression. Given two drug SMILES strings and cell line genomic features, predict the synergy score measuring deviation from expected non-interaction effect. (1) Drug 2: CN(CCCl)CCCl.Cl. Synergy scores: CSS=2.27, Synergy_ZIP=10.1, Synergy_Bliss=11.0, Synergy_Loewe=-13.5, Synergy_HSA=-3.80. Drug 1: C1CC(C1)(C(=O)O)C(=O)O.[NH2-].[NH2-].[Pt+2]. Cell line: OVCAR3. (2) Drug 1: CS(=O)(=O)CCNCC1=CC=C(O1)C2=CC3=C(C=C2)N=CN=C3NC4=CC(=C(C=C4)OCC5=CC(=CC=C5)F)Cl. Drug 2: CC1=C(C(=O)C2=C(C1=O)N3CC4C(C3(C2COC(=O)N)OC)N4)N. Cell line: NCI-H322M. Synergy scores: CSS=8.04, Synergy_ZIP=-1.93, Synergy_Bliss=1.52, Synergy_Loewe=-42.0, Synergy_HSA=-6.08. (3) Drug 1: CS(=O)(=O)CCNCC1=CC=C(O1)C2=CC3=C(C=C2)N=CN=C3NC4=CC(=C(C=C4)OCC5=CC(=CC=C5)F)Cl. Drug 2: C1CN1C2=NC(=NC(=N2)N3CC3)N4CC4. Cell line: SN12C. Synergy scores: CSS=38.2, Synergy_ZIP=-2.57, Synergy_Bliss=-1.51, Synergy_Loewe=-12.2, Synergy_HSA=-2.28. (4) Drug 1: CC1OCC2C(O1)C(C(C(O2)OC3C4COC(=O)C4C(C5=CC6=C(C=C35)OCO6)C7=CC(=C(C(=C7)OC)O)OC)O)O. Drug 2: C1=NC2=C(N=C(N=C2N1C3C(C(C(O3)CO)O)F)Cl)N. Cell line: SW-620. Synergy scores: CSS=36.1, Synergy_ZIP=-4.96, Synergy_Bliss=-6.85, Synergy_Loewe=-6.17, Synergy_HSA=-3.26. (5) Synergy scores: CSS=19.5, Synergy_ZIP=-3.48, Synergy_Bliss=-0.237, Synergy_Loewe=1.96, Synergy_HSA=1.94. Drug 1: CC(C1=C(C=CC(=C1Cl)F)Cl)OC2=C(N=CC(=C2)C3=CN(N=C3)C4CCNCC4)N. Cell line: SF-295. Drug 2: C(=O)(N)NO. (6) Cell line: COLO 205. Synergy scores: CSS=63.1, Synergy_ZIP=-12.5, Synergy_Bliss=-6.15, Synergy_Loewe=-1.58, Synergy_HSA=0.649. Drug 1: C1=CC(=CC=C1CCCC(=O)O)N(CCCl)CCCl. Drug 2: CCN(CC)CCCC(C)NC1=C2C=C(C=CC2=NC3=C1C=CC(=C3)Cl)OC.